This data is from Catalyst prediction with 721,799 reactions and 888 catalyst types from USPTO. The task is: Predict which catalyst facilitates the given reaction. (1) Reactant: [C:1](Cl)(=[O:11])[CH2:2][CH2:3][CH2:4][CH2:5][CH2:6][CH2:7][CH2:8][CH2:9][CH3:10].[CH:13]1([CH2:19][O:20][C:21]2[CH:22]=[C:23]([CH:37]=[CH:38][CH:39]=2)[C:24]([NH:26][C:27]2[CH:32]=[CH:31][CH:30]=[CH:29][C:28]=2[S:33](=[O:36])(=[O:35])[NH2:34])=[O:25])[CH2:18][CH2:17][CH2:16][CH2:15][CH2:14]1. Product: [CH:13]1([CH2:19][O:20][C:21]2[CH:22]=[C:23]([CH:37]=[CH:38][CH:39]=2)[C:24]([NH:26][C:27]2[CH:32]=[CH:31][CH:30]=[CH:29][C:28]=2[S:33]([NH:34][C:1](=[O:11])[CH2:2][CH2:3][CH2:4][CH2:5][CH2:6][CH2:7][CH2:8][CH2:9][CH3:10])(=[O:36])=[O:35])=[O:25])[CH2:18][CH2:17][CH2:16][CH2:15][CH2:14]1. The catalyst class is: 367. (2) Reactant: [Br:1][C:2]1[CH:7]=[C:6]([F:8])[C:5]([O:9]C)=[CH:4][C:3]=1[CH2:11][C:12]([OH:14])=[O:13].C(=O)(O)[O-].[Na+]. Product: [Br:1][C:2]1[CH:7]=[C:6]([F:8])[C:5]([OH:9])=[CH:4][C:3]=1[CH2:11][C:12]([OH:14])=[O:13]. The catalyst class is: 4. (3) Reactant: [NH2:1][C:2]1[C:7]([NH:8][C:9]2[CH:14]=[CH:13][C:12]([I:15])=[CH:11][C:10]=2[F:16])=[C:6]([CH3:17])[C:5](=[O:18])[N:4]2[CH2:19][CH2:20][S:21][C:3]=12.[CH3:22][N:23]([CH3:28])[S:24](Cl)(=[O:26])=[O:25]. Product: [F:16][C:10]1[CH:11]=[C:12]([I:15])[CH:13]=[CH:14][C:9]=1[NH:8][C:7]1[C:2]([NH:1][S:24]([N:23]([CH3:28])[CH3:22])(=[O:26])=[O:25])=[C:3]2[S:21][CH2:20][CH2:19][N:4]2[C:5](=[O:18])[C:6]=1[CH3:17]. The catalyst class is: 17.